The task is: Predict the product of the given reaction.. This data is from Forward reaction prediction with 1.9M reactions from USPTO patents (1976-2016). (1) Given the reactants Br[C:2]1[CH:7]=[CH:6][CH:5]=[CH:4][CH:3]=1.[C:8]([N:11]1[C:20]2[C:15](=[CH:16][C:17]([N:21]3[CH2:26][CH2:25][N:24]([C:27]([O:29][C:30]([CH3:33])([CH3:32])[CH3:31])=[O:28])[CH2:23][CH2:22]3)=[CH:18][CH:19]=2)[C@H:14]([NH2:34])[C@@H:13]([CH3:35])[C@@H:12]1[CH3:36])(=[O:10])[CH3:9].CN(C1C(C2C(P(C3CCCCC3)C3CCCCC3)=CC=CC=2)=CC=CC=1)C.CC(C)([O-])C.[Na+], predict the reaction product. The product is: [C:8]([N:11]1[C:20]2[C:15](=[CH:16][C:17]([N:21]3[CH2:22][CH2:23][N:24]([C:27]([O:29][C:30]([CH3:33])([CH3:32])[CH3:31])=[O:28])[CH2:25][CH2:26]3)=[CH:18][CH:19]=2)[C@H:14]([NH:34][C:2]2[CH:7]=[CH:6][CH:5]=[CH:4][CH:3]=2)[C@@H:13]([CH3:35])[C@@H:12]1[CH3:36])(=[O:10])[CH3:9]. (2) The product is: [CH3:13][CH:14]([CH2:19][CH3:20])[CH2:15][C:16]([NH:1][C:2]1[C:7]([C:8]([O:10][CH2:11][CH3:12])=[O:9])=[CH:6][N:5]=[CH:4][CH:3]=1)=[O:17]. Given the reactants [NH2:1][C:2]1[C:7]([C:8]([O:10][CH2:11][CH3:12])=[O:9])=[CH:6][N:5]=[CH:4][CH:3]=1.[CH3:13][CH:14]([CH2:19][CH3:20])[CH2:15][C:16](Cl)=[O:17], predict the reaction product. (3) The product is: [NH2:1][C:2]1[C:16]2[C:15](=[O:17])[C:14]([C:18]([OH:20])=[O:19])=[CH:13][N:7]3[C@@H:8]([CH2:11][F:12])[CH2:9][O:10][C:5]([C:6]=23)=[C:4]([F:23])[C:3]=1[F:24]. Given the reactants [NH2:1][C:2]1[C:16]2[C:15](=[O:17])[C:14]([C:18]([O:20]CC)=[O:19])=[CH:13][N:7]3[C@@H:8]([CH2:11][F:12])[CH2:9][O:10][C:5]([C:6]=23)=[C:4]([F:23])[C:3]=1[F:24], predict the reaction product.